Dataset: Reaction yield outcomes from USPTO patents with 853,638 reactions. Task: Predict the reaction yield, written as a fraction of the theoretical maximum amount of product (1.0 means a 100% yield; for example, 0.34 means a 34% yield). The reactants are [N+:1]([C:4]1[CH:5]=[C:6](O)[CH:7]=[CH:8][CH:9]=1)([O-:3])=[O:2].ClC[C:13]1[O:17][C:16]([C:18]([O:20][CH3:21])=[O:19])=[CH:15][CH:14]=1.[C:22]([O-])([O-])=[O:23].[K+].[K+]. The catalyst is CC(C)=O.O. The product is [N+:1]([C:4]1[CH:5]=[CH:6][C:7]([O:23][CH2:22][C:14]2[CH:15]=[C:16]([C:18]([O:20][CH3:21])=[O:19])[O:17][CH:13]=2)=[CH:8][CH:9]=1)([O-:3])=[O:2]. The yield is 0.900.